Dataset: Forward reaction prediction with 1.9M reactions from USPTO patents (1976-2016). Task: Predict the product of the given reaction. (1) Given the reactants [C:9](O[C:9]([O:11][C:12]([CH3:15])([CH3:14])[CH3:13])=[O:10])([O:11][C:12]([CH3:15])([CH3:14])[CH3:13])=[O:10].Cl.[CH3:17][O:18][C:19](=[O:27])[C@@H:20]([NH2:26])[C@H:21]([N:23]=[N+:24]=[N-:25])[CH3:22].CCN(C(C)C)C(C)C, predict the reaction product. The product is: [CH3:17][O:18][C:19](=[O:27])[C@:20]([NH2:26])([C:9]([O:11][C:12]([CH3:13])([CH3:14])[CH3:15])=[O:10])[C@H:21]([N:23]=[N+:24]=[N-:25])[CH3:22]. (2) Given the reactants [NH2:1][C:2]1[CH:3]=[C:4]([CH:9]=[CH:10][C:11]=1[NH:12][C:13]1[CH:14]=[C:15]([CH3:19])[CH:16]=[CH:17][CH:18]=1)[C:5]([O:7][CH3:8])=[O:6].[C:20](OCC)(OCC)(OCC)[CH3:21], predict the reaction product. The product is: [CH3:20][C:21]1[N:12]([C:13]2[CH:14]=[C:15]([CH3:19])[CH:16]=[CH:17][CH:18]=2)[C:11]2[CH:10]=[CH:9][C:4]([C:5]([O:7][CH3:8])=[O:6])=[CH:3][C:2]=2[N:1]=1. (3) Given the reactants Cl.Cl.[N:3]1[C:11]2[CH2:10][CH2:9][NH:8][CH2:7][C:6]=2[NH:5][CH:4]=1.C([O-])(O)=O.[Na+].[CH2:17]([O:24][C:25](ON1C(=O)CCC1=O)=[O:26])[C:18]1[CH:23]=[CH:22][CH:21]=[CH:20][CH:19]=1, predict the reaction product. The product is: [N:3]1[C:11]2[CH2:10][CH2:9][N:8]([C:25]([O:24][CH2:17][C:18]3[CH:23]=[CH:22][CH:21]=[CH:20][CH:19]=3)=[O:26])[CH2:7][C:6]=2[NH:5][CH:4]=1. (4) Given the reactants C([O:3][CH2:4][CH2:5][CH2:6][N:7]1[C:12](=[O:13])[C:11]2[C:14]([CH2:27][C:28]3[CH:33]=[CH:32][C:31]([Cl:34])=[CH:30][CH:29]=3)=[C:15]([C:18]3[CH:23]=[CH:22][CH:21]=[CH:20][C:19]=3[CH:24]([CH3:26])[CH3:25])[CH:16]=[N:17][C:10]=2[N:9]([CH3:35])[C:8]1=[O:36])=O.O[Li].O, predict the reaction product. The product is: [Cl:34][C:31]1[CH:30]=[CH:29][C:28]([CH2:27][C:14]2[C:11]3[C:12](=[O:13])[N:7]([CH2:6][CH2:5][CH2:4][OH:3])[C:8](=[O:36])[N:9]([CH3:35])[C:10]=3[N:17]=[CH:16][C:15]=2[C:18]2[CH:23]=[CH:22][CH:21]=[CH:20][C:19]=2[CH:24]([CH3:26])[CH3:25])=[CH:33][CH:32]=1. (5) Given the reactants [C:1]([C:5]1[CH:6]=[CH:7][C:8]([CH3:20])=[C:9]([CH:19]=1)[O:10][C:11]1[S:12][CH:13]=[C:14]([C:16]([OH:18])=O)[N:15]=1)([CH3:4])([CH3:3])[CH3:2].[NH2:21][C:22]1[C:23]([O:38][CH3:39])=[N:24][C:25]([NH:30][CH2:31][CH2:32][C:33]([O:35][CH2:36][CH3:37])=[O:34])=[N:26][C:27]=1[O:28][CH3:29].C(N(CC)CC)C.CN(C(ON1N=NC2C=CC=CC1=2)=[N+](C)C)C.F[P-](F)(F)(F)(F)F.C(=O)(O)[O-].[Na+], predict the reaction product. The product is: [C:1]([C:5]1[CH:6]=[CH:7][C:8]([CH3:20])=[C:9]([CH:19]=1)[O:10][C:11]1[S:12][CH:13]=[C:14]([C:16]([NH:21][C:22]2[C:27]([O:28][CH3:29])=[N:26][C:25]([NH:30][CH2:31][CH2:32][C:33]([O:35][CH2:36][CH3:37])=[O:34])=[N:24][C:23]=2[O:38][CH3:39])=[O:18])[N:15]=1)([CH3:2])([CH3:3])[CH3:4]. (6) Given the reactants [C:1]([O:5][C:6](=[O:23])[C:7]1[CH:12]=[C:11]([C:13]2[CH:18]=[C:17](Cl)[N:16]=[C:15]([NH2:20])[N:14]=2)[C:10]([CH3:21])=[CH:9][C:8]=1[CH3:22])([CH3:4])([CH3:3])[CH3:2].C(=O)([O-])[O-].[Cs+].[Cs+].[NH2:30][CH2:31][CH2:32][SH:33], predict the reaction product. The product is: [C:1]([O:5][C:6](=[O:23])[C:7]1[CH:12]=[C:11]([C:13]2[CH:18]=[C:17]([S:33][CH2:32][CH2:31][NH2:30])[N:16]=[C:15]([NH2:20])[N:14]=2)[C:10]([CH3:21])=[CH:9][C:8]=1[CH3:22])([CH3:4])([CH3:3])[CH3:2]. (7) The product is: [OH:8][C:9]1[CH:10]=[CH:11][C:12]([O:28][CH3:29])=[C:13]([CH:15]([C:22]2[S:23][C:24]([CH3:27])=[CH:25][N:26]=2)[CH2:16][C:17]([O:19][CH2:20][CH3:21])=[O:18])[CH:14]=1. Given the reactants C([O:8][C:9]1[CH:10]=[CH:11][C:12]([O:28][CH3:29])=[C:13](/[C:15](/[C:22]2[S:23][C:24]([CH3:27])=[CH:25][N:26]=2)=[CH:16]/[C:17]([O:19][CH2:20][CH3:21])=[O:18])[CH:14]=1)C1C=CC=CC=1.CC(O)=O.O, predict the reaction product.